Dataset: Catalyst prediction with 721,799 reactions and 888 catalyst types from USPTO. Task: Predict which catalyst facilitates the given reaction. (1) Reactant: [CH3:1][C:2]1([CH3:19])[C:6]([CH3:8])([CH3:7])[O:5][B:4]([C:9]2[CH:10]=[CH:11][C:12](C(OC)=O)=[N:13][CH:14]=2)[O:3]1.[CH3:20][Mg]Br.C([O:25][CH2:26][CH3:27])C. Product: [CH3:7][C:6]1([CH3:8])[C:2]([CH3:1])([CH3:19])[O:3][B:4]([C:9]2[CH:10]=[CH:11][C:12]([C:26]([OH:25])([CH3:27])[CH3:20])=[N:13][CH:14]=2)[O:5]1. The catalyst class is: 1. (2) Reactant: [NH:1]([C:3](=[O:23])[CH:4]([NH:15][C:16](=[O:22])[O:17][C:18]([CH3:21])([CH3:20])[CH3:19])[C:5]1[CH:10]=[CH:9][CH:8]=[C:7]([C:11]([F:14])([F:13])[F:12])[CH:6]=1)[NH2:2].[N:24]#[C:25]Br. Product: [NH2:24][C:25]1[O:23][C:3]([CH:4]([NH:15][C:16](=[O:22])[O:17][C:18]([CH3:19])([CH3:20])[CH3:21])[C:5]2[CH:10]=[CH:9][CH:8]=[C:7]([C:11]([F:12])([F:13])[F:14])[CH:6]=2)=[N:1][N:2]=1. The catalyst class is: 5. (3) Reactant: [NH2:1][C:2]1[CH:6]=[CH:5][S:4][C:3]=1[C:7]([O:9][CH3:10])=[O:8].[C:11]([C:15]1[CH:20]=[CH:19][C:18]([S:21](Cl)(=[O:23])=[O:22])=[CH:17][CH:16]=1)([CH3:14])([CH3:13])[CH3:12]. Product: [C:11]([C:15]1[CH:20]=[CH:19][C:18]([S:21]([NH:1][C:2]2[CH:6]=[CH:5][S:4][C:3]=2[C:7]([O:9][CH3:10])=[O:8])(=[O:23])=[O:22])=[CH:17][CH:16]=1)([CH3:14])([CH3:12])[CH3:13]. The catalyst class is: 529. (4) Reactant: [C:1]([C:4]1[CH:9]=[CH:8][C:7]([NH:10][C:11]2[N:34]=[C:14]3[CH:15]=[CH:16][CH:17]=[C:18]([NH:19][C@@H:20]4[CH2:25][CH2:24][C@H:23]([NH:26]C(=O)OC(C)(C)C)[CH2:22][CH2:21]4)[N:13]3[N:12]=2)=[CH:6][CH:5]=1)(=[O:3])[NH2:2].FC(F)(F)C(O)=O. Product: [NH2:26][CH:23]1[CH2:24][CH2:25][CH:20]([NH:19][C:18]2[N:13]3[N:12]=[C:11]([NH:10][C:7]4[CH:6]=[CH:5][C:4]([C:1]([NH2:2])=[O:3])=[CH:9][CH:8]=4)[N:34]=[C:14]3[CH:15]=[CH:16][CH:17]=2)[CH2:21][CH2:22]1. The catalyst class is: 4. (5) Reactant: C(OC([N:8]1[CH2:13][CH2:12][CH:11]([NH:14][C:15]2[S:16][CH:17]=[CH:18][N:19]=2)[CH2:10][CH2:9]1)=O)(C)(C)C.Cl. Product: [NH:8]1[CH2:9][CH2:10][CH:11]([NH:14][C:15]2[S:16][CH:17]=[CH:18][N:19]=2)[CH2:12][CH2:13]1. The catalyst class is: 26. (6) Reactant: [C:1]([O:5][C:6]([N:8]1[C:12]([CH3:16])([C:13]([OH:15])=O)[CH2:11][O:10][C:9]1([CH3:18])[CH3:17])=[O:7])([CH3:4])([CH3:3])[CH3:2].C(N1C=CN=C1)(N1C=CN=C1)=O.O[NH:32][C:33](=[NH:35])[CH3:34]. Product: [CH3:17][C:9]1([CH3:18])[N:8]([C:6]([O:5][C:1]([CH3:2])([CH3:3])[CH3:4])=[O:7])[C:12]([CH3:16])([C:13]2[O:15][N:35]=[C:33]([CH3:34])[N:32]=2)[CH2:11][O:10]1. The catalyst class is: 3. (7) Reactant: [F:1][C:2]1[C:7]2[C:8]([C:18](=[O:21])[NH:19][CH3:20])=[C:9]([C:11]3[CH:16]=[CH:15][C:14]([F:17])=[CH:13][CH:12]=3)[O:10][C:6]=2[CH:5]=[CH:4][C:3]=1[C:22]1[CH:23]=[C:24]([CH:28]=[CH:29][C:30]=1[CH3:31])[C:25]([OH:27])=O.[CH3:32][C:33]1[CH:38]=[C:37]([CH3:39])[N:36]=[C:35]([C:40]2([NH2:43])[CH2:42][CH2:41]2)[N:34]=1.F[P-](F)(F)(F)(F)F.N1(O[P+](N(C)C)(N(C)C)N(C)C)C2C=CC=CC=2N=N1.C(N(CC)CC)C. Product: [CH3:39][C:37]1[CH:38]=[C:33]([CH3:32])[N:34]=[C:35]([C:40]2([NH:43][C:25]([C:24]3[CH:28]=[CH:29][C:30]([CH3:31])=[C:22]([C:3]4[CH:4]=[CH:5][C:6]5[O:10][C:9]([C:11]6[CH:12]=[CH:13][C:14]([F:17])=[CH:15][CH:16]=6)=[C:8]([C:18]([NH:19][CH3:20])=[O:21])[C:7]=5[C:2]=4[F:1])[CH:23]=3)=[O:27])[CH2:41][CH2:42]2)[N:36]=1. The catalyst class is: 3. (8) Reactant: [F:1][C:2]1[CH:3]=[C:4]([C:19]([OH:28])([C:24]([F:27])([F:26])[F:25])[C:20]([F:23])([F:22])[F:21])[C:5]2[CH:6]=[C:7]3[CH:13]([CH2:14][C:15]([O:17][CH3:18])=[O:16])[CH2:12][CH2:11][N:8]3[C:9]=2[CH:10]=1.[C:29](=O)([O-])[O-].[Cs+].[Cs+].CI. Product: [F:1][C:2]1[CH:3]=[C:4]([C:19]([O:28][CH3:29])([C:24]([F:25])([F:26])[F:27])[C:20]([F:23])([F:21])[F:22])[C:5]2[CH:6]=[C:7]3[CH:13]([CH2:14][C:15]([O:17][CH3:18])=[O:16])[CH2:12][CH2:11][N:8]3[C:9]=2[CH:10]=1. The catalyst class is: 10. (9) Reactant: C([O:3][CH:4](OCC)[C:5]1[S:9][CH:8]=[C:7]([CH:10]([N:14]2[CH:18]=[C:17]([C:19]3[C:20]4[CH:27]=[CH:26][N:25]([CH2:28][O:29][CH2:30][CH2:31][Si:32]([CH3:35])([CH3:34])[CH3:33])[C:21]=4[N:22]=[CH:23][N:24]=3)[CH:16]=[N:15]2)[CH2:11][C:12]#[N:13])[CH:6]=1)C.C1COCC1.Cl. Product: [CH:4]([C:5]1[S:9][CH:8]=[C:7]([CH:10]([N:14]2[CH:18]=[C:17]([C:19]3[C:20]4[CH:27]=[CH:26][N:25]([CH2:28][O:29][CH2:30][CH2:31][Si:32]([CH3:33])([CH3:35])[CH3:34])[C:21]=4[N:22]=[CH:23][N:24]=3)[CH:16]=[N:15]2)[CH2:11][C:12]#[N:13])[CH:6]=1)=[O:3]. The catalyst class is: 6. (10) Reactant: FC(F)(F)[C:3](O)=[O:4].[C:8]([O:12][NH:13][C:14]([C@:16]1([OH:45])[C@H:21]([NH:22][S:23]([C:26]2[CH:31]=[CH:30][C:29]([O:32][CH2:33][C:34]3[C:43]4[C:38](=[CH:39][CH:40]=[CH:41][CH:42]=4)[N:37]=[C:36]([CH3:44])[CH:35]=3)=[CH:28][CH:27]=2)(=[O:25])=[O:24])[CH2:20][CH2:19][NH:18][CH2:17]1)=[O:15])([CH3:11])([CH3:10])[CH3:9].C(N(C(C)C)CC)(C)C.C(OCC)=O. Product: [C:8]([O:12][NH:13][C:14]([C@:16]1([OH:45])[C@H:21]([NH:22][S:23]([C:26]2[CH:31]=[CH:30][C:29]([O:32][CH2:33][C:34]3[C:43]4[C:38](=[CH:39][CH:40]=[CH:41][CH:42]=4)[N:37]=[C:36]([CH3:44])[CH:35]=3)=[CH:28][CH:27]=2)(=[O:25])=[O:24])[CH2:20][CH2:19][N:18]([CH:3]=[O:4])[CH2:17]1)=[O:15])([CH3:11])([CH3:10])[CH3:9]. The catalyst class is: 5.